This data is from Catalyst prediction with 721,799 reactions and 888 catalyst types from USPTO. The task is: Predict which catalyst facilitates the given reaction. (1) Reactant: Br[C:2]1[CH:7]=[CH:6][N:5]2[C:8]([C:11]([NH:13][C:14]3[CH:19]=[C:18]([C:20]4[N:24]=[C:23]([CH:25]5[CH2:28][C:27]([F:30])([F:29])[CH2:26]5)[O:22][N:21]=4)[CH:17]=[CH:16][C:15]=3[CH3:31])=[O:12])=[CH:9][N:10]=[C:4]2[CH:3]=1.C1C=CC(P(C2C(C3C(P(C4C=CC=CC=4)C4C=CC=CC=4)=CC=C4C=3C=CC=C4)=C3C(C=CC=C3)=CC=2)C2C=CC=CC=2)=CC=1.CC([O-])(C)C.[Na+].[NH:84]1[CH2:89][CH2:88][O:87][CH2:86][CH2:85]1. Product: [F:30][C:27]1([F:29])[CH2:28][CH:25]([C:23]2[O:22][N:21]=[C:20]([C:18]3[CH:17]=[CH:16][C:15]([CH3:31])=[C:14]([NH:13][C:11]([C:8]4[N:5]5[CH:6]=[CH:7][C:2]([N:84]6[CH2:89][CH2:88][O:87][CH2:86][CH2:85]6)=[CH:3][C:4]5=[N:10][CH:9]=4)=[O:12])[CH:19]=3)[N:24]=2)[CH2:26]1. The catalyst class is: 101. (2) Reactant: [Cl:1][C:2]1[CH:10]=[C:9]2[C:5]([CH:6]=[CH:7][NH:8]2)=[CH:4][CH:3]=1.[C:11](Cl)(=[O:15])[C:12]([Cl:14])=[O:13]. Product: [Cl:1][C:2]1[CH:10]=[C:9]2[C:5]([C:6]([C:11](=[O:15])[C:12]([Cl:14])=[O:13])=[CH:7][NH:8]2)=[CH:4][CH:3]=1. The catalyst class is: 27. (3) Reactant: [CH2:1]1[C:10]2[C:5](=[CH:6][CH:7]=[CH:8][CH:9]=2)[CH2:4][C@@H:3]([C:11]([OH:13])=[O:12])[NH:2]1.C(=O)([O-])O.[Na+].[CH3:19][C:20]([O:23][C:24](O[C:24]([O:23][C:20]([CH3:22])([CH3:21])[CH3:19])=[O:25])=[O:25])([CH3:22])[CH3:21]. Product: [C:20]([O:23][C:24]([N:2]1[C@H:3]([C:11]([OH:13])=[O:12])[CH2:4][C:5]2[C:10](=[CH:9][CH:8]=[CH:7][CH:6]=2)[CH2:1]1)=[O:25])([CH3:22])([CH3:21])[CH3:19]. The catalyst class is: 38. (4) Product: [C:23]([O:22][C:20]([N:8]1[C:6]2=[N:7][C:2]([F:1])=[CH:3][CH:4]=[C:5]2[C:10]([CH3:11])=[N:9]1)=[O:19])([CH3:26])([CH3:25])[CH3:24]. Reactant: [F:1][C:2]1[N:7]=[C:6]2[NH:8][N:9]=[C:10]([CH3:11])[C:5]2=[CH:4][CH:3]=1.C(N(CC)CC)C.[O:19](C(OC(C)(C)C)=O)[C:20]([O:22][C:23]([CH3:26])([CH3:25])[CH3:24])=O. The catalyst class is: 616. (5) Reactant: [Cl:1][C:2]1[CH:10]=[CH:9][C:8]([C:11]2[CH:15]=[C:14]([CH3:16])[NH:13][N:12]=2)=[CH:7][C:3]=1[C:4]([OH:6])=O.O[N:18]1C2C=CC=CC=2N=N1.CN(C)CCCN=C=NCC.Cl.N[CH2:40][C:41]1([OH:48])[CH2:47][CH2:46][CH2:45][CH2:44][CH2:43][CH2:42]1. Product: [Cl:1][C:2]1[C:10]([CH2:40][C:41]2([OH:48])[CH2:47][CH2:46][CH2:45][CH2:44][CH2:43][CH2:42]2)=[CH:9][C:8]([C:11]2[CH:15]=[C:14]([CH3:16])[NH:13][N:12]=2)=[CH:7][C:3]=1[C:4]([NH2:18])=[O:6]. The catalyst class is: 3.